Dataset: Catalyst prediction with 721,799 reactions and 888 catalyst types from USPTO. Task: Predict which catalyst facilitates the given reaction. (1) Product: [Br:1][C:2]1[CH:7]=[C:6]([CH3:8])[CH:5]=[C:4]2[C:3]=1[NH:9][CH:13]=[CH:12]2. Reactant: [Br:1][C:2]1[CH:7]=[C:6]([CH3:8])[CH:5]=[CH:4][C:3]=1[N+:9]([O-])=O.[CH:12]([Mg]Br)=[CH2:13]. The catalyst class is: 1. (2) Reactant: [C:12]([O:11][C:9](O[C:9]([O:11][C:12]([CH3:15])([CH3:14])[CH3:13])=[O:10])=[O:10])([CH3:15])([CH3:14])[CH3:13].[NH2:16][CH:17]([C:19]1[C:20]([O:41][CH2:42][CH3:43])=[C:21]([CH:27]2[CH2:30][N:29]([C:31]([O:33][CH2:34][C:35]3[CH:40]=[CH:39][CH:38]=[CH:37][CH:36]=3)=[O:32])[CH2:28]2)[C:22]([CH3:26])=[C:23]([Cl:25])[CH:24]=1)[CH3:18].CCN(C(C)C)C(C)C. Product: [C:12]([O:11][C:9]([NH:16][CH:17]([C:19]1[C:20]([O:41][CH2:42][CH3:43])=[C:21]([CH:27]2[CH2:30][N:29]([C:31]([O:33][CH2:34][C:35]3[CH:40]=[CH:39][CH:38]=[CH:37][CH:36]=3)=[O:32])[CH2:28]2)[C:22]([CH3:26])=[C:23]([Cl:25])[CH:24]=1)[CH3:18])=[O:10])([CH3:13])([CH3:14])[CH3:15]. The catalyst class is: 1.